From a dataset of Reaction yield outcomes from USPTO patents with 853,638 reactions. Predict the reaction yield, written as a fraction of the theoretical maximum amount of product (1.0 means a 100% yield; for example, 0.34 means a 34% yield). The reactants are C([N-]C(C)C)(C)C.[Li+].[Cl:9][C:10]1[CH:11]=[C:12]([CH2:16][C:17]([OH:19])=[O:18])[CH:13]=[CH:14][CH:15]=1.I[CH2:21][CH:22]1[CH2:26][CH2:25][CH2:24][CH2:23]1. The catalyst is O1CCCC1.CN1CCCN(C)C1=O.CN1CCCN(C)C1=O. The product is [Cl:9][C:10]1[CH:11]=[C:12]([CH:16]([CH2:21][CH:22]2[CH2:26][CH2:25][CH2:24][CH2:23]2)[C:17]([OH:19])=[O:18])[CH:13]=[CH:14][CH:15]=1. The yield is 0.729.